Predict the product of the given reaction. From a dataset of Forward reaction prediction with 1.9M reactions from USPTO patents (1976-2016). (1) Given the reactants [OH:1][C@H:2]([C:19]1[CH:24]=[CH:23][CH:22]=[CH:21][CH:20]=1)[CH2:3][NH:4][C:5]([C@@H:7]([CH2:16][CH:17]=[CH2:18])[CH2:8][C:9]([O:11][C:12]([CH3:15])([CH3:14])[CH3:13])=[O:10])=[O:6].[CH2:25]=[CH:26][CH2:27][C@@H:28]([NH:32][C:33]([O:35][CH2:36][CH:37]1[C:49]2[C:44](=[CH:45][CH:46]=[CH:47][CH:48]=2)[C:43]2[C:38]1=[CH:39][CH:40]=[CH:41][CH:42]=2)=[O:34])[C:29]([O-])=[O:30], predict the reaction product. The product is: [CH:39]1[C:38]2[CH:37]([CH2:36][O:35][C:33]([NH:32][C@H:28]([CH2:27][CH:26]=[CH2:25])[C:29]([O:1][C@H:2]([C:19]3[CH:20]=[CH:21][CH:22]=[CH:23][CH:24]=3)[CH2:3][NH:4][C:5]([C@@H:7]([CH2:16][CH:17]=[CH2:18])[CH2:8][C:9]([O:11][C:12]([CH3:15])([CH3:14])[CH3:13])=[O:10])=[O:6])=[O:30])=[O:34])[C:49]3[C:44](=[CH:45][CH:46]=[CH:47][CH:48]=3)[C:43]=2[CH:42]=[CH:41][CH:40]=1. (2) Given the reactants [CH3:1][O:2][C:3](=[O:28])[CH2:4][O:5][C:6]1[CH:11]=[CH:10][C:9]([NH:12][C:13](=[O:27])[CH2:14][CH2:15][CH2:16][CH2:17][CH2:18][O:19]CC2C=CC=CC=2)=[CH:8][CH:7]=1, predict the reaction product. The product is: [CH3:1][O:2][C:3](=[O:28])[CH2:4][O:5][C:6]1[CH:11]=[CH:10][C:9]([NH:12][C:13](=[O:27])[CH2:14][CH2:15][CH2:16][CH2:17][CH2:18][OH:19])=[CH:8][CH:7]=1. (3) Given the reactants [C:1]([N:4]1[C:12]2[C:7](=[CH:8][C:9]([C:13](=O)[CH2:14][OH:15])=[CH:10][CH:11]=2)[CH2:6][CH2:5]1)(=[O:3])[CH3:2].[C:17](#[N:21])[CH2:18][C:19]#[N:20].C(NCC)C.O, predict the reaction product. The product is: [C:1]([N:4]1[C:12]2[C:7](=[CH:8][C:9]([C:13]3[C:18]([C:19]#[N:20])=[C:17]([NH2:21])[O:15][CH:14]=3)=[CH:10][CH:11]=2)[CH2:6][CH2:5]1)(=[O:3])[CH3:2]. (4) Given the reactants [NH:1]1[CH2:4][CH:3]([CH2:5][CH2:6][N:7]([S:31]([CH3:34])(=[O:33])=[O:32])[C:8]2[C:9]([CH:28]3[CH2:30][CH2:29]3)=[CH:10][C:11]3[C:15]([CH:16]=2)=[N:14][N:13]([C:17]2[CH:22]=[CH:21][C:20]([Cl:23])=[CH:19][CH:18]=2)[C:12]=3[C:24]([NH:26][CH3:27])=[O:25])[CH2:2]1.[CH2:35]=O.[BH4-].[Na+].O, predict the reaction product. The product is: [Cl:23][C:20]1[CH:19]=[CH:18][C:17]([N:13]2[C:12]([C:24]([NH:26][CH3:27])=[O:25])=[C:11]3[C:15]([CH:16]=[C:8]([N:7]([CH2:6][CH2:5][CH:3]4[CH2:4][N:1]([CH3:35])[CH2:2]4)[S:31]([CH3:34])(=[O:33])=[O:32])[C:9]([CH:28]4[CH2:29][CH2:30]4)=[CH:10]3)=[N:14]2)=[CH:22][CH:21]=1.